Dataset: Full USPTO retrosynthesis dataset with 1.9M reactions from patents (1976-2016). Task: Predict the reactants needed to synthesize the given product. (1) Given the product [Cl:24][C:22]1[CH:23]=[C:18]2[N:17]([CH:25]([CH3:27])[CH3:26])[C:16](=[O:28])[N:15]([C:12]3[CH:13]=[CH:14][C:9]([OH:8])=[CH:10][CH:11]=3)[C:19]2=[N:20][CH:21]=1, predict the reactants needed to synthesize it. The reactants are: C([O:8][C:9]1[CH:14]=[CH:13][C:12]([N:15]2[C:19]3=[N:20][CH:21]=[C:22]([Cl:24])[CH:23]=[C:18]3[N:17]([CH:25]([CH3:27])[CH3:26])[C:16]2=[O:28])=[CH:11][CH:10]=1)C1C=CC=CC=1. (2) Given the product [CH2:6]([O:13][CH2:14][CH2:15][NH:5][CH:1]1[CH2:4][CH2:3][CH2:2]1)[C:7]1[CH:12]=[CH:11][CH:10]=[CH:9][CH:8]=1, predict the reactants needed to synthesize it. The reactants are: [CH:1]1([NH2:5])[CH2:4][CH2:3][CH2:2]1.[CH2:6]([O:13][CH2:14][CH:15]=O)[C:7]1[CH:12]=[CH:11][CH:10]=[CH:9][CH:8]=1.[BH4-].[Na+]. (3) Given the product [F:50][C:11]([F:10])([F:49])[C:12]1[CH:13]=[C:14]([C@H:22]2[O:26][C:25](=[O:27])[N:24]([CH2:28][C:29]3[CH:34]=[C:33]([C:35]([F:36])([F:37])[F:38])[CH:32]=[CH:31][C:30]=3[C:2]3[N:3]=[C:4]([C:7]([CH3:9])=[CH2:8])[S:5][CH:6]=3)[C@H:23]2[CH3:48])[CH:15]=[C:16]([C:18]([F:19])([F:21])[F:20])[CH:17]=1, predict the reactants needed to synthesize it. The reactants are: Br[C:2]1[N:3]=[C:4]([C:7]([CH3:9])=[CH2:8])[S:5][CH:6]=1.[F:10][C:11]([F:50])([F:49])[C:12]1[CH:13]=[C:14]([C@H:22]2[O:26][C:25](=[O:27])[N:24]([CH2:28][C:29]3[CH:34]=[C:33]([C:35]([F:38])([F:37])[F:36])[CH:32]=[CH:31][C:30]=3B3OC(C)(C)C(C)(C)O3)[C@H:23]2[CH3:48])[CH:15]=[C:16]([C:18]([F:21])([F:20])[F:19])[CH:17]=1.C([O-])([O-])=O.[K+].[K+]. (4) Given the product [CH2:29]([N:10]1[C:11]2[CH:12]=[C:13]([CH:20]=[O:21])[CH:14]=[CH:15][C:16]=2[C:17]2[N:18]=[CH:19][C:7]([C:6]3[C:2]([CH3:1])=[N:3][O:4][C:5]=3[CH3:22])=[CH:8][C:9]1=2)[C:30]1[CH:35]=[CH:34][CH:33]=[CH:32][CH:31]=1, predict the reactants needed to synthesize it. The reactants are: [CH3:1][C:2]1[C:6]([C:7]2[CH:19]=[N:18][C:17]3[C:16]4[CH:15]=[CH:14][C:13]([CH:20]=[O:21])=[CH:12][C:11]=4[NH:10][C:9]=3[CH:8]=2)=[C:5]([CH3:22])[O:4][N:3]=1.C(=O)([O-])[O-].[Cs+].[Cs+].[CH2:29](Br)[C:30]1[CH:35]=[CH:34][CH:33]=[CH:32][CH:31]=1. (5) Given the product [C:26]([O:30][C:31](=[O:32])[C:33]1[CH:38]=[CH:37][CH:36]=[CH:35][C:34]=1[C:20]1[N:19]=[N:18][C:17]([C:15](=[O:16])[NH:14][C@H:6]([CH2:7][C:8]2[CH:13]=[CH:12][CH:11]=[CH:10][CH:9]=2)[C@H:5]([C:4]([O:3][CH2:1][CH3:2])=[O:25])[OH:24])=[CH:22][CH:21]=1)([CH3:29])([CH3:27])[CH3:28], predict the reactants needed to synthesize it. The reactants are: [CH2:1]([O:3][C:4](=[O:25])[C@H:5]([OH:24])[C@H:6]([NH:14][C:15]([C:17]1[N:18]=[N:19][C:20](Cl)=[CH:21][CH:22]=1)=[O:16])[CH2:7][C:8]1[CH:13]=[CH:12][CH:11]=[CH:10][CH:9]=1)[CH3:2].[C:26]([O:30][C:31]([C:33]1[CH:38]=[CH:37][CH:36]=[CH:35][C:34]=1B1OC(C)(C)C(C)(C)O1)=[O:32])([CH3:29])([CH3:28])[CH3:27].CCO.C([O-])([O-])=O.[K+].[K+]. (6) Given the product [F:1][C:2]1[CH:7]=[CH:6][CH:5]=[C:4]([F:8])[C:3]=1[C:9]1[NH:13][C:12]([CH3:14])=[C:11]([C:15]([NH2:24])=[O:17])[CH:10]=1, predict the reactants needed to synthesize it. The reactants are: [F:1][C:2]1[CH:7]=[CH:6][CH:5]=[C:4]([F:8])[C:3]=1[C:9]1[NH:13][C:12]([CH3:14])=[C:11]([C:15]([OH:17])=O)[CH:10]=1.C1C=CC2N(O)N=[N:24]C=2C=1.C(N=C=NCCCN(C)C)C.[Cl-].[NH4+].C(N(C(C)C)CC)(C)C.